Dataset: Full USPTO retrosynthesis dataset with 1.9M reactions from patents (1976-2016). Task: Predict the reactants needed to synthesize the given product. (1) The reactants are: [Br:1][C:2]1[CH:3]=[C:4]([NH2:9])[C:5]([NH2:8])=[N:6][CH:7]=1.[CH3:10][N:11]([CH3:24])[CH2:12][CH2:13][CH2:14][O:15][C:16]1[CH:23]=[CH:22][C:19]([CH:20]=O)=[CH:18][CH:17]=1. Given the product [Br:1][C:2]1[CH:3]=[C:4]2[N:9]=[C:20]([C:19]3[CH:22]=[CH:23][C:16]([O:15][CH2:14][CH2:13][CH2:12][N:11]([CH3:24])[CH3:10])=[CH:17][CH:18]=3)[NH:8][C:5]2=[N:6][CH:7]=1, predict the reactants needed to synthesize it. (2) The reactants are: [F:1][C:2]([F:7])([F:6])[C:3]([O-:5])=[O:4].[F:8][C:9]1[CH:23]=[CH:22][C:21]([CH2:24][C:25]2[N:30]3[CH:31]=[CH:32][CH:33]=[C:29]3[C:28](=[O:34])[NH:27][CH:26]=2)=[CH:20][C:10]=1[C:11]([N:13]1[CH2:19][CH2:18][CH2:17][NH2+:16][CH2:15][CH2:14]1)=[O:12].C=O.[CH3:37]C([O-])=O.[Na+]. Given the product [F:1][C:2]([F:7])([F:6])[C:3]([O-:5])=[O:4].[F:8][C:9]1[CH:23]=[CH:22][C:21]([CH2:24][C:25]2[N:30]3[CH:31]=[CH:32][CH:33]=[C:29]3[C:28](=[O:34])[NH:27][CH:26]=2)=[CH:20][C:10]=1[C:11]([N:13]1[CH2:19][CH2:18][CH2:17][NH+:16]([CH3:37])[CH2:15][CH2:14]1)=[O:12], predict the reactants needed to synthesize it. (3) Given the product [Br:1][CH2:2][C:3]1[CH:11]=[CH:10][C:6]([C:7]([O:9][C:19]([CH3:22])([CH3:21])[CH3:20])=[O:8])=[CH:5][CH:4]=1, predict the reactants needed to synthesize it. The reactants are: [Br:1][CH2:2][C:3]1[CH:11]=[CH:10][C:6]([C:7]([OH:9])=[O:8])=[CH:5][CH:4]=1.ICCCC(O[C:19]([CH3:22])([CH3:21])[CH3:20])=O. (4) Given the product [N:4]([C:5]1[CH:6]=[C:7]([CH:11]=[CH:12][CH:13]=1)[C:8]([OH:10])=[O:9])=[C:1]=[S:3], predict the reactants needed to synthesize it. The reactants are: [C:1](=[S:3])=S.[NH2:4][C:5]1[CH:6]=[C:7]([CH:11]=[CH:12][CH:13]=1)[C:8]([OH:10])=[O:9].C(N(CC)CC)C.II.Cl.S([O-])([O-])=O.[Na+].[Na+]. (5) Given the product [F:1][C:2]([F:16])([F:17])[C:3]1[CH:4]=[C:5]([C:13]2([C:14]#[N:15])[CH2:22][CH2:21][CH2:20][CH2:19]2)[CH:6]=[C:7]([C:9]([F:10])([F:11])[F:12])[CH:8]=1, predict the reactants needed to synthesize it. The reactants are: [F:1][C:2]([F:17])([F:16])[C:3]1[CH:4]=[C:5]([CH2:13][C:14]#[N:15])[CH:6]=[C:7]([C:9]([F:12])([F:11])[F:10])[CH:8]=1.Br[CH2:19][CH2:20][CH2:21][CH2:22]Br.FC(F)(F)C1C=CC(C2(C#N)CCCC2)=CC=1. (6) Given the product [C:12]([O:11][C:9]([NH:16][C:17]12[CH2:27][C:21]3([CH3:28])[CH2:22][C:23]([NH:26][C:31]([O:33][CH2:34][C:35]4[CH:40]=[CH:39][CH:38]=[CH:37][CH:36]=4)=[O:32])([CH2:25][C:19]([CH3:29])([CH2:20]3)[CH2:18]1)[CH2:24]2)=[O:10])([CH3:13])([CH3:14])[CH3:15], predict the reactants needed to synthesize it. The reactants are: [C:12]([O:11][C:9](O[C:9]([O:11][C:12]([CH3:15])([CH3:14])[CH3:13])=[O:10])=[O:10])([CH3:15])([CH3:14])[CH3:13].[NH2:16][C:17]12[CH2:27][C:21]3([CH3:28])[CH2:22][C:23]([NH2:26])([CH2:25][C:19]([CH3:29])([CH2:20]3)[CH2:18]1)[CH2:24]2.Cl[C:31]([O:33][CH2:34][C:35]1[CH:40]=[CH:39][CH:38]=[CH:37][CH:36]=1)=[O:32].